This data is from Forward reaction prediction with 1.9M reactions from USPTO patents (1976-2016). The task is: Predict the product of the given reaction. (1) Given the reactants [NH2:1][CH:2]1CCC[N:4]([C:8]2[N:13]([CH2:14][C:15]3[CH:22]=[CH:21][CH:20]=[CH:19][C:16]=3[C:17]#[N:18])[C:12](=[O:23])[N:11]([CH2:24][C:25]3C=CC=C(C#N)C=3)[C:10](=[O:33])[CH:9]=2)[CH2:3]1.NC1CCCN(C2N(CC3C=CC=CC=3C#N)C(=O)N(CC3C=CC=CC=3C#N)C(=O)C=2)C1, predict the reaction product. The product is: [NH2:1][CH2:2][CH2:3][NH:4][C:8]1[N:13]([CH2:14][C:15]2[CH:22]=[CH:21][CH:20]=[CH:19][C:16]=2[C:17]#[N:18])[C:12](=[O:23])[N:11]([CH2:24][CH3:25])[C:10](=[O:33])[CH:9]=1. (2) Given the reactants [N:1]1[CH:6]=[CH:5][CH:4]=[C:3]([C:7]2[CH:14]=[CH:13][C:10]([CH:11]=O)=[CH:9][CH:8]=2)[N:2]=1.N1(C2C=C[C:23]([CH:24]=[O:25])=CC=2)C=CC=N1, predict the reaction product. The product is: [N:1]1[CH:6]=[CH:5][CH:4]=[C:3]([C:7]2[CH:14]=[CH:13][C:10](/[CH:11]=[CH:23]/[CH:24]=[O:25])=[CH:9][CH:8]=2)[N:2]=1. (3) Given the reactants [OH:1][C:2]1[N:6]([CH3:7])[N:5]=[C:4]([C:8]([F:11])([F:10])[F:9])[CH:3]=1.[OH-].[Na+].[CH2:14]=O.[C:16]1([CH3:25])[CH:21]=[CH:20][C:19]([S:22]([O-:24])=[O:23])=[CH:18][CH:17]=1.[Na+].Cl, predict the reaction product. The product is: [OH:1][C:2]1[N:6]([CH3:7])[N:5]=[C:4]([C:8]([F:11])([F:10])[F:9])[C:3]=1[CH2:14][S:22]([C:19]1[CH:20]=[CH:21][C:16]([CH3:25])=[CH:17][CH:18]=1)(=[O:24])=[O:23].